This data is from Forward reaction prediction with 1.9M reactions from USPTO patents (1976-2016). The task is: Predict the product of the given reaction. (1) Given the reactants [Br:1][C:2]1[CH:3]=[CH:4][C:5]([C:9](O)([CH3:11])[CH3:10])=[N+:6]([O-:8])[CH:7]=1.S(=O)(=O)(O)O.[OH-].[Na+], predict the reaction product. The product is: [Br:1][C:2]1[CH:3]=[CH:4][C:5]([C:9]([CH3:11])=[CH2:10])=[N+:6]([O-:8])[CH:7]=1. (2) Given the reactants [CH:1]1([CH2:4][N:5]2[CH2:10][CH2:9][C@H:8]([CH3:11])[N:7]3[C:12](=[O:34])[C:13]4[N:14]([CH:16]=[C:17]([C:22]([NH:24][CH2:25][C:26]5[CH:31]=[CH:30][C:29]([F:32])=[CH:28][C:27]=5[F:33])=[O:23])[C:18](=[O:21])[C:19]=4[OH:20])[CH2:15][C@@H:6]23)[CH2:3][CH2:2]1.N[C@@H:36]([CH3:44])[CH2:37][CH2:38]N[CH2:44][CH:36]1[CH2:38][CH2:37]1.[C:45](O)(=O)[CH3:46].[Cl:49][CH2:50]Cl, predict the reaction product. The product is: [ClH:49].[ClH:49].[NH2:7][C@@H:8]([CH3:11])[CH2:9][CH2:10][NH:5][CH2:4][CH:1]1[CH2:3][CH2:2]1.[CH:1]1([CH2:4][N:5]2[CH2:10][CH2:9][C@H:8]([CH3:11])[N:7]3[C:12](=[O:34])[C:13]4[N:14]([CH:16]=[C:17]([C:22]([NH:24][CH2:25][C:26]5[CH:31]=[CH:30][C:29]([F:32])=[CH:28][C:27]=5[F:33])=[O:23])[C:18](=[O:21])[C:19]=4[OH:20])[CH2:15][C@@H:6]23)[CH2:2][CH2:3]1.[CH:1]1([CH2:4][N:5]2[CH2:10][CH2:9][C@H:8]([CH3:11])[N:7]3[C:12](=[O:34])[C:13]4[N:14]([CH:16]=[C:17]([C:22]([NH:24][CH2:25][C:26]5[CH:31]=[CH:30][C:29]([F:32])=[CH:28][C:27]=5[F:33])=[O:23])[C:18](=[O:21])[C:19]=4[O:20][CH2:50][C:45]4[CH:46]=[CH:38][CH:37]=[CH:36][CH:44]=4)[CH2:15][C@@H:6]23)[CH2:2][CH2:3]1. (3) Given the reactants [F:1][C:2]1[CH:12]=[C:11]([N+:13]([O-])=O)[CH:10]=[CH:9][C:3]=1[C:4]([N:6]([CH3:8])[CH3:7])=[O:5].O.O.Cl[Sn]Cl, predict the reaction product. The product is: [NH2:13][C:11]1[CH:10]=[CH:9][C:3]([C:4]([N:6]([CH3:8])[CH3:7])=[O:5])=[C:2]([F:1])[CH:12]=1. (4) Given the reactants [CH3:1][CH:2]1[CH2:7][CH2:6][CH:5]([C:8](O)=[O:9])[CH2:4][CH2:3]1.[H-].[H-].[H-].[H-].[Li+].[Al+3].[OH-].[Na+].[O-]S([O-])(=O)=O.[Na+].[Na+], predict the reaction product. The product is: [CH3:1][CH:2]1[CH2:7][CH2:6][CH:5]([CH2:8][OH:9])[CH2:4][CH2:3]1. (5) The product is: [CH2:9]([O:11][C:12](=[O:24])[NH:13][C:14]1[CH:19]=[CH:18][C:17]([NH:20][CH2:7][C:5]2[S:6][C:2]([Cl:1])=[CH:3][CH:4]=2)=[CH:16][C:15]=1[NH2:21])[CH3:10]. Given the reactants [Cl:1][C:2]1[S:6][C:5]([CH:7]=O)=[CH:4][CH:3]=1.[CH2:9]([O:11][C:12](=[O:24])[NH:13][C:14]1[CH:19]=[CH:18][C:17]([NH2:20])=[CH:16][C:15]=1[N+:21]([O-])=O)[CH3:10].C(O[BH-](OC(=O)C)OC(=O)C)(=O)C.[Na+], predict the reaction product.